From a dataset of Reaction yield outcomes from USPTO patents with 853,638 reactions. Predict the reaction yield, written as a fraction of the theoretical maximum amount of product (1.0 means a 100% yield; for example, 0.34 means a 34% yield). (1) The reactants are [CH3:1][N:2]([CH3:26])[CH2:3][CH2:4][O:5][C:6]1[C:11]([CH2:12][CH3:13])=[CH:10][C:9]([C:14]2[N:19]=[C:18]([NH:20]C(=O)C)[CH:17]=[CH:16][CH:15]=2)=[C:8]([O:24][CH3:25])[CH:7]=1. The catalyst is Cl. The product is [CH3:26][N:2]([CH3:1])[CH2:3][CH2:4][O:5][C:6]1[C:11]([CH2:12][CH3:13])=[CH:10][C:9]([C:14]2[N:19]=[C:18]([NH2:20])[CH:17]=[CH:16][CH:15]=2)=[C:8]([O:24][CH3:25])[CH:7]=1. The yield is 0.880. (2) The reactants are [Cl:1][C:2]1[CH:3]=[C:4]([N:9]2[CH2:14][CH2:13][NH:12][CH2:11][CH2:10]2)[CH:5]=[CH:6][C:7]=1[Cl:8].[N:15]([C:18]1[CH:27]=[CH:26][CH:25]=[C:24]2[C:19]=1[CH:20]=[CH:21][N:22]=[CH:23]2)=[C:16]=[O:17]. The catalyst is C(OCC)C. The product is [Cl:1][C:2]1[CH:3]=[C:4]([N:9]2[CH2:14][CH2:13][N:12]([C:16]([NH:15][C:18]3[CH:27]=[CH:26][CH:25]=[C:24]4[C:19]=3[CH:20]=[CH:21][N:22]=[CH:23]4)=[O:17])[CH2:11][CH2:10]2)[CH:5]=[CH:6][C:7]=1[Cl:8]. The yield is 0.800. (3) The reactants are [C:1]1([CH:13]2[CH2:18][CH2:17][N:16](C([O:21][CH2:22][C:23]3C=CC=CC=3)=O)[CH2:15][CH2:14]2)[N:2]=[N:3][N:4]2[C:9]=1[C:8]1[CH:10]=[CH:11][NH:12][C:7]=1[N:6]=[CH:5]2.O.C([OH:32])C. The catalyst is C(O)(=O)C.[C].[Pd]. The product is [C:22]([OH:32])(=[O:21])[CH3:23].[NH:16]1[CH2:15][CH2:14][CH:13]([C:1]2[N:2]=[N:3][N:4]3[C:9]=2[C:8]2[CH:10]=[CH:11][NH:12][C:7]=2[N:6]=[CH:5]3)[CH2:18][CH2:17]1. The yield is 0.840.